Dataset: Peptide-MHC class I binding affinity with 185,985 pairs from IEDB/IMGT. Task: Regression. Given a peptide amino acid sequence and an MHC pseudo amino acid sequence, predict their binding affinity value. This is MHC class I binding data. (1) The binding affinity (normalized) is 0.0847. The peptide sequence is VYFVLTDRF. The MHC is HLA-B08:03 with pseudo-sequence HLA-B08:03. (2) The peptide sequence is YLINKHWQR. The MHC is HLA-A68:01 with pseudo-sequence HLA-A68:01. The binding affinity (normalized) is 0.879. (3) The peptide sequence is ELCGAFLFY. The MHC is HLA-A03:01 with pseudo-sequence HLA-A03:01. The binding affinity (normalized) is 0.533.